From a dataset of Reaction yield outcomes from USPTO patents with 853,638 reactions. Predict the reaction yield, written as a fraction of the theoretical maximum amount of product (1.0 means a 100% yield; for example, 0.34 means a 34% yield). (1) The reactants are [C:1]([O:7][CH2:8][C@H:9]([C:11]1[C:16]([CH3:17])=[CH:15][C:14]([N+:18]([O-:20])=[O:19])=[CH:13][C:12]=1[Br:21])[OH:10])(=[O:6])[C:2]([CH3:5])([CH3:4])[CH3:3].C([O-])(O)=O.[Na+]. The catalyst is C(OC(C)=O)(C)(C)C. The product is [C:1]([O:7][CH2:8][C@H:9]([C:11]1[C:16]([CH3:17])=[CH:15][C:14]([N+:18]([O-:20])=[O:19])=[CH:13][C:12]=1[Br:21])[O:10][C:2]([CH3:4])([CH3:3])[CH3:1])(=[O:6])[C:2]([CH3:5])([CH3:4])[CH3:3]. The yield is 0.620. (2) The reactants are Cl[C:2]1[N:7]2[N:8]=[C:9]([CH3:22])[C:10]([CH2:11][C:12]3[C:21]4[C:16](=[CH:17][CH:18]=[CH:19][CH:20]=4)[CH:15]=[CH:14][CH:13]=3)=[C:6]2[N:5]=[C:4]([N:23]2[CH2:28][CH2:27][O:26][CH2:25][CH2:24]2)[CH:3]=1.[NH:29]1[CH:33]=[CH:32][N:31]=[CH:30]1.P([O-])([O-])([O-])=O.[K+].[K+].[K+].CN[C@H]1[C@H](NC)CCCC1. The catalyst is O1CCOCC1.[Cu]I. The product is [N:29]1([C:2]2[N:7]3[N:8]=[C:9]([CH3:22])[C:10]([CH2:11][C:12]4[C:21]5[C:16](=[CH:17][CH:18]=[CH:19][CH:20]=5)[CH:15]=[CH:14][CH:13]=4)=[C:6]3[N:5]=[C:4]([N:23]3[CH2:28][CH2:27][O:26][CH2:25][CH2:24]3)[CH:3]=2)[CH:33]=[CH:32][N:31]=[CH:30]1. The yield is 0.140. (3) The yield is 0.960. The product is [C:19]1([CH:18]([C:25]2[CH:30]=[CH:29][CH:28]=[CH:27][CH:26]=2)[N:16]2[CH2:17][CH:14]([S:6][CH2:1][CH2:2][CH2:3][CH2:4][CH3:5])[CH2:15]2)[CH:20]=[CH:21][CH:22]=[CH:23][CH:24]=1. The reactants are [CH2:1]([SH:6])[CH2:2][CH2:3][CH2:4][CH3:5].[H-].[Na+].CS(O[CH:14]1[CH2:17][N:16]([CH:18]([C:25]2[CH:30]=[CH:29][CH:28]=[CH:27][CH:26]=2)[C:19]2[CH:24]=[CH:23][CH:22]=[CH:21][CH:20]=2)[CH2:15]1)(=O)=O.C([O-])(O)=O.[Na+]. The catalyst is CS(C)=O.